Dataset: Full USPTO retrosynthesis dataset with 1.9M reactions from patents (1976-2016). Task: Predict the reactants needed to synthesize the given product. (1) Given the product [C:1]1([C:7]2[CH:8]([C:33]3[CH:38]=[CH:37][CH:36]=[CH:35][CH:34]=3)[C:9]([C:24]3[CH:29]=[CH:28][CH:27]=[CH:26][CH:25]=3)=[C:10]([C:18]3[CH:23]=[CH:22][C:21]([CH:41]=[CH2:42])=[CH:20][CH:19]=3)[C:11]=2[C:12]2[CH:17]=[CH:16][CH:15]=[CH:14][CH:13]=2)[CH:6]=[CH:5][CH:4]=[CH:3][CH:2]=1, predict the reactants needed to synthesize it. The reactants are: [C:1]1([C:7]2[C:8](=O)[CH:9]([C:24]3[CH:29]=[CH:28][CH:27]=[CH:26][CH:25]=3)[CH:10]([C:18]3[CH:23]=[CH:22][CH:21]=[CH:20][CH:19]=3)[C:11]=2[C:12]2[CH:17]=[CH:16][CH:15]=[CH:14][CH:13]=2)[CH:6]=[CH:5][CH:4]=[CH:3][CH:2]=1.C([C:33]1[CH:38]=[CH:37][C:36]([Li])=[CH:35][CH:34]=1)=C.Br[CH:41]=[CH:42]C1C=CC=CC=1. (2) Given the product [CH3:36][N:34]([CH3:35])[C:6]1[C:5]([CH2:4][C:3]([OH:37])=[O:2])=[C:10]([N:11]([CH3:12])[CH3:13])[N:9]=[C:8]([CH2:14][C:15]2[CH:16]=[CH:17][C:18]([NH:21][C:22](=[O:33])[C:23]3[CH:24]=[CH:25][C:26]([C:29]([F:31])([F:32])[F:30])=[CH:27][CH:28]=3)=[CH:19][CH:20]=2)[N:7]=1, predict the reactants needed to synthesize it. The reactants are: C[O:2][C:3](=[O:37])[CH2:4][C:5]1[C:6]([N:34]([CH3:36])[CH3:35])=[N:7][C:8]([CH2:14][C:15]2[CH:20]=[CH:19][C:18]([NH:21][C:22](=[O:33])[C:23]3[CH:28]=[CH:27][C:26]([C:29]([F:32])([F:31])[F:30])=[CH:25][CH:24]=3)=[CH:17][CH:16]=2)=[N:9][C:10]=1[N:11]([CH3:13])[CH3:12].O.[OH-].[Li+].O.C(O)(=O)C. (3) The reactants are: CS(O[CH:6]([C:15]1[CH:16]=[N:17][C:18]([NH:21][C:22]([C:24]2([C:27]3[CH:35]=[CH:34][C:30]4[O:31][CH2:32][O:33][C:29]=4[CH:28]=3)[CH2:26][CH2:25]2)=[O:23])=[CH:19][CH:20]=1)[C:7]1[CH:12]=[CH:11][CH:10]=[CH:9][C:8]=1[O:13][CH3:14])(=O)=O.[NH:36]1[CH2:41][CH2:40][O:39][CH2:38][CH2:37]1.O1C2C=CC(C3(C(NC4C=CC(C(N(C)C)C5C=CC=CC=5OC)=CN=4)=O)CC3)=CC=2OC1. Given the product [O:31]1[C:30]2[CH:34]=[CH:35][C:27]([C:24]3([C:22]([NH:21][C:18]4[CH:19]=[CH:20][C:15]([CH:6]([C:7]5[CH:12]=[CH:11][CH:10]=[CH:9][C:8]=5[O:13][CH3:14])[N:36]5[CH2:41][CH2:40][O:39][CH2:38][CH2:37]5)=[CH:16][N:17]=4)=[O:23])[CH2:26][CH2:25]3)=[CH:28][C:29]=2[O:33][CH2:32]1, predict the reactants needed to synthesize it. (4) Given the product [CH3:1][C:2]([CH3:36])([CH3:35])[CH2:3][CH2:4][CH:5]([N:12]1[CH2:17][CH2:16][C:15]([F:19])([F:18])[CH:14]([CH2:20][C:21]([OH:23])=[O:22])[CH:13]1[C:25]1[CH:30]=[CH:29][C:28]([C:31]([F:34])([F:32])[F:33])=[CH:27][CH:26]=1)[CH2:6][CH2:7][C:8]([F:9])([F:10])[F:11], predict the reactants needed to synthesize it. The reactants are: [CH3:1][C:2]([CH3:36])([CH3:35])[CH2:3][CH2:4][C@@H:5]([N:12]1[CH2:17][CH2:16][C:15]([F:19])([F:18])[C@H:14]([CH2:20][C:21]([O:23]C)=[O:22])[C@H:13]1[C:25]1[CH:30]=[CH:29][C:28]([C:31]([F:34])([F:33])[F:32])=[CH:27][CH:26]=1)[CH2:6][CH2:7][C:8]([F:11])([F:10])[F:9].[OH-].[K+]. (5) The reactants are: [Br:1][C:2]1[C:3]([OH:16])=[C:4]2[C:9](=[CH:10][CH:11]=1)[N:8](C(=O)C)[C@@H:7]([CH3:15])[CH2:6][CH2:5]2.[CH2:17]([N:20]1[C:24]2[CH:25]=[CH:26][CH:27]=[CH:28][C:23]=2[N:22]=[C:21]1Br)[CH:18]=[CH2:19].C(=O)([O-])[O-].[K+].[K+]. Given the product [CH2:17]([N:20]1[C:24]2[CH:25]=[CH:26][CH:27]=[CH:28][C:23]=2[N:22]=[C:21]1[O:16][C:3]1[C:2]([Br:1])=[CH:11][CH:10]=[C:9]2[C:4]=1[CH2:5][CH2:6][C@H:7]([CH3:15])[NH:8]2)[CH:18]=[CH2:19], predict the reactants needed to synthesize it. (6) Given the product [F:1][C:2]1[C:7]([F:8])=[CH:6][CH:5]=[CH:4][C:3]=1[C:9]1[N:17]=[C:12]2[CH:13]=[N:14][N:15]([CH2:19][C:20]3[CH:25]=[N:24][C:23]([C:26]4[CH:31]=[CH:30][C:29]([O:32][CH2:33][CH2:34][CH3:35])=[CH:28][C:27]=4[C:36]([F:39])([F:38])[F:37])=[C:22]([F:40])[CH:21]=3)[CH:16]=[C:11]2[N:10]=1, predict the reactants needed to synthesize it. The reactants are: [F:1][C:2]1[C:7]([F:8])=[CH:6][CH:5]=[CH:4][C:3]=1[C:9]1[N:17]=[C:12]2[CH:13]=[N:14][NH:15][CH:16]=[C:11]2[N:10]=1.Br[CH2:19][C:20]1[CH:21]=[C:22]([F:40])[C:23]([C:26]2[CH:31]=[CH:30][C:29]([O:32][CH2:33][CH2:34][CH3:35])=[CH:28][C:27]=2[C:36]([F:39])([F:38])[F:37])=[N:24][CH:25]=1. (7) Given the product [C:1]([N:8]1[CH2:11][CH2:10][C@@H:9]1[CH2:12][O:13][S:22]([CH3:21])(=[O:24])=[O:23])([O:3][C:4]([CH3:7])([CH3:6])[CH3:5])=[O:2], predict the reactants needed to synthesize it. The reactants are: [C:1]([N:8]1[CH2:11][CH2:10][C@@H:9]1[CH2:12][OH:13])([O:3][C:4]([CH3:7])([CH3:6])[CH3:5])=[O:2].C(N(CC)CC)C.[CH3:21][S:22](Cl)(=[O:24])=[O:23].